Predict the product of the given reaction. From a dataset of Forward reaction prediction with 1.9M reactions from USPTO patents (1976-2016). (1) Given the reactants [Cl:1][C:2]1[CH:3]=[C:4]2[C:9](=[CH:10][C:11]=1[C:12](O)=[O:13])[N:8]=[CH:7][N:6]=[C:5]2[NH:15][CH:16]([C:18]1[NH:22][C:21]2[CH:23]=[CH:24][C:25]([Cl:27])=[CH:26][C:20]=2[N:19]=1)[CH3:17].FC1C(OC(N(C)C)=[N+](C)C)=C(F)C(F)=C(F)C=1F.F[P-](F)(F)(F)(F)F.C(N(C(C)C)CC)(C)C.[C:63]([N:66]1[CH2:71][CH2:70][NH:69][CH2:68][CH2:67]1)(=[O:65])[CH3:64], predict the reaction product. The product is: [Cl:1][C:2]1[CH:3]=[C:4]2[C:9](=[CH:10][C:11]=1[C:12]([N:69]1[CH2:70][CH2:71][N:66]([C:63](=[O:65])[CH3:64])[CH2:67][CH2:68]1)=[O:13])[N:8]=[CH:7][N:6]=[C:5]2[NH:15][CH:16]([C:18]1[NH:22][C:21]2[CH:23]=[CH:24][C:25]([Cl:27])=[CH:26][C:20]=2[N:19]=1)[CH3:17]. (2) Given the reactants [H-].[Na+].[O:3]1[C:7]2[CH:8]=[CH:9][CH:10]=[CH:11][C:6]=2[CH2:5][CH:4]1[CH:12]1[C:24]2[NH:23][C:22]3[C:17](=[CH:18][CH:19]=[CH:20][CH:21]=3)[C:16]=2[CH2:15][CH2:14][N:13]1[C:25]1[N:30]=[CH:29][C:28]([C:31]2[CH:36]=[CH:35][C:34]([O:37][CH3:38])=[CH:33][CH:32]=2)=[CH:27][N:26]=1.CN(C=[O:43])C, predict the reaction product. The product is: [CH3:38][O:37][C:34]1[CH:35]=[CH:36][C:31]([C:28]2[CH:27]=[N:26][C:25]([N:13]3[CH2:14][C:15]4[C:16](=[O:43])[C:17]5[CH:18]=[CH:19][CH:20]=[CH:21][C:22]=5[NH:23][C:24]=4[CH:12]3[CH:4]3[CH2:5][CH:6]4[CH2:11][CH:10]=[CH:9][CH:8]=[C:7]4[O:3]3)=[N:30][CH:29]=2)=[CH:32][CH:33]=1. (3) Given the reactants [Br:1][C:2]1[CH:3]=[CH:4][C:5](I)=[N:6][CH:7]=1.[C:9]1([C:15]#[CH:16])[CH:14]=[CH:13][CH:12]=[CH:11][CH:10]=1.C(N(CC)CC)C, predict the reaction product. The product is: [Br:1][C:2]1[CH:3]=[CH:4][C:5]([C:16]#[C:15][C:9]2[CH:14]=[CH:13][CH:12]=[CH:11][CH:10]=2)=[N:6][CH:7]=1. (4) Given the reactants OC([C:7]1[CH:12]=[CH:11][C:10]([O:13][CH3:14])=[C:9]([CH:15]([CH3:17])[CH3:16])[CH:8]=1)S(O)(=O)=O.[Na].O.C1(C)C=CC(S(O)(=O)=[O:27])=CC=1.OO.S(S([O-])=O)([O-])=O.[Na+].[Na+], predict the reaction product. The product is: [CH:15]([C:9]1[CH:8]=[C:7]([OH:27])[CH:12]=[CH:11][C:10]=1[O:13][CH3:14])([CH3:17])[CH3:16]. (5) Given the reactants IC1C2N=C([C:11]3[CH:16]=[CH:15][C:14]([C:17]([N:19]4[CH2:24][CH2:23][N:22]([CH3:25])[CH2:21][CH2:20]4)=[O:18])=[CH:13][CH:12]=3)C=CC2=NC=1.C([N:29](C(C)C)[CH2:30][CH3:31])(C)C.[CH:52]1[CH:53]=[CH:48]C(P([C:48]2[CH:53]=[CH:52][CH:51]=[CH:50]C=2)[C:52]2[CH:53]=[CH:48]C=[CH:50][CH:51]=2)=[CH:50][CH:51]=1.[C:54]([C:56]1[CH:64]=[CH:63][C:59]2[NH:60][CH:61]=[N:62][C:58]=2[CH:57]=1)#[CH:55].C[N:66](C=O)C, predict the reaction product. The product is: [NH:60]1[C:59]2[CH:63]=[CH:64][C:56]([C:54]#[C:55][C:31]3[N:66]4[CH:50]=[C:51]([C:11]5[CH:12]=[CH:13][C:14]([C:17]([N:19]6[CH2:24][CH2:23][N:22]([CH3:25])[CH2:21][CH2:20]6)=[O:18])=[CH:15][CH:16]=5)[CH:52]=[CH:53][C:48]4=[N:29][CH:30]=3)=[CH:57][C:58]=2[N:62]=[CH:61]1. (6) The product is: [C:1]([C:3]1[CH:4]=[C:5]([NH:9][C:10]([NH:16][CH:14]([CH3:15])[C:13]([CH3:18])([CH3:17])[CH3:12])=[S:11])[CH:6]=[CH:7][CH:8]=1)#[N:2]. Given the reactants [C:1]([C:3]1[CH:4]=[C:5]([N:9]=[C:10]=[S:11])[CH:6]=[CH:7][CH:8]=1)#[N:2].[CH3:12][C:13]([CH3:18])([CH3:17])[CH:14]([NH2:16])[CH3:15], predict the reaction product.